From a dataset of Catalyst prediction with 721,799 reactions and 888 catalyst types from USPTO. Predict which catalyst facilitates the given reaction. (1) Reactant: [C:1]([O:5][C:6]([N:8]1[C:13]2[CH:14]=[C:15]([Cl:19])[C:16]([NH2:18])=[CH:17][C:12]=2[O:11][CH:10]([C:20]([O:22][CH3:23])=C)[CH2:9]1)=[O:7])([CH3:4])([CH3:3])[CH3:2].[C:24](O[C:24]([O:26][C:27]([CH3:30])([CH3:29])[CH3:28])=[O:25])([O:26][C:27]([CH3:30])([CH3:29])[CH3:28])=[O:25].C1C[O:42]CC1.O1CCOCC1. Product: [CH3:23][O:22][C:20]([CH:10]1[CH2:9][N:8]([C:6]([O:5][C:1]([CH3:3])([CH3:4])[CH3:2])=[O:7])[C:13]2[CH:14]=[C:15]([Cl:19])[C:16]([NH:18][C:24]([O:26][C:27]([CH3:30])([CH3:29])[CH3:28])=[O:25])=[CH:17][C:12]=2[O:11]1)=[O:42]. The catalyst class is: 142. (2) Reactant: [NH2:1][C:2]1[CH:7]=[CH:6][C:5]([CH2:8][S:9]([N:12]([CH3:14])[CH3:13])(=[O:11])=[O:10])=[CH:4][CH:3]=1.[N:15]([O-])=O.[Na+].[ClH:19]. Product: [ClH:19].[NH:1]([C:2]1[CH:7]=[CH:6][C:5]([CH2:8][S:9]([N:12]([CH3:14])[CH3:13])(=[O:11])=[O:10])=[CH:4][CH:3]=1)[NH2:15]. The catalyst class is: 6. (3) Reactant: [CH3:1][O:2][CH:3]([O:27][CH3:28])[C:4]1[C:13]([CH:14]2[CH2:19][CH2:18][N:17](C(OC(C)(C)C)=O)[CH2:16][CH2:15]2)=[CH:12][C:11]2[CH2:10][CH2:9][CH2:8][NH:7][C:6]=2[N:5]=1.[ClH:29]. Product: [ClH:29].[CH3:28][O:27][CH:3]([O:2][CH3:1])[C:4]1[N:5]=[C:6]2[C:11]([CH2:10][CH2:9][CH2:8][NH:7]2)=[CH:12][C:13]=1[CH:14]1[CH2:15][CH2:16][NH:17][CH2:18][CH2:19]1. The catalyst class is: 5.